This data is from Reaction yield outcomes from USPTO patents with 853,638 reactions. The task is: Predict the reaction yield, written as a fraction of the theoretical maximum amount of product (1.0 means a 100% yield; for example, 0.34 means a 34% yield). (1) The reactants are [Br:1][C:2]1[CH:9]=[CH:8][C:5]([CH:6]=[O:7])=[C:4]([CH3:10])[CH:3]=1.[H-].C([Al+]CC(C)C)C(C)C.[Cl-].[NH4+]. The catalyst is C1COCC1. The product is [Br:1][C:2]1[CH:9]=[CH:8][C:5]([CH2:6][OH:7])=[C:4]([CH3:10])[CH:3]=1. The yield is 0.950. (2) The catalyst is CN(C=O)C.C1COCC1.C(Cl)(Cl)Cl. The yield is 0.720. The reactants are [Cl:1][C:2]1[N:7]([CH2:8][C:9]2[CH:16]=[CH:15][CH:14]=[CH:13][C:10]=2[C:11]#[N:12])[C:6](=[O:17])[NH:5][C:4](=[O:18])[CH:3]=1.[H-].[Na+].[Li+].[Br-].I[CH3:24]. The product is [Cl:1][C:2]1[N:7]([CH2:8][C:9]2[CH:16]=[CH:15][CH:14]=[CH:13][C:10]=2[C:11]#[N:12])[C:6](=[O:17])[N:5]([CH3:24])[C:4](=[O:18])[CH:3]=1.